From a dataset of Full USPTO retrosynthesis dataset with 1.9M reactions from patents (1976-2016). Predict the reactants needed to synthesize the given product. (1) The reactants are: [Cl:1][C:2]1[CH:7]=[C:6]2[NH:8][C:9](=[O:40])[C:10]3([CH:15]([C:16]4[CH:21]=[C:20]([Cl:22])[CH:19]=[CH:18][C:17]=4[O:23][CH2:24][C:25]([C:28](O)=[O:29])([CH3:27])[CH3:26])[CH2:14][C:13](=[O:31])[NH:12][CH:11]3[C:32]3[CH:37]=[C:36]([F:38])[CH:35]=[CH:34][C:33]=3[CH3:39])[C:5]2=[CH:4][CH:3]=1.[NH:41]1[CH2:45][CH2:44][CH2:43][CH2:42]1.CCN=C=NCCCN(C)C.Cl.C1C=CC2N(O)N=NC=2C=1.CCN(C(C)C)C(C)C. Given the product [Cl:1][C:2]1[CH:7]=[C:6]2[NH:8][C:9](=[O:40])[C:10]3([CH:15]([C:16]4[CH:21]=[C:20]([Cl:22])[CH:19]=[CH:18][C:17]=4[O:23][CH2:24][C:25]([CH3:26])([CH3:27])[C:28](=[O:29])[N:41]4[CH2:45][CH2:44][CH2:43][CH2:42]4)[CH2:14][C:13](=[O:31])[NH:12][CH:11]3[C:32]3[CH:37]=[C:36]([F:38])[CH:35]=[CH:34][C:33]=3[CH3:39])[C:5]2=[CH:4][CH:3]=1, predict the reactants needed to synthesize it. (2) Given the product [F:1][C:2]1[N:7]=[CH:6][C:5]([C:18]2[CH:27]=[C:26]([C:28]([OH:30])=[O:29])[C:25]3[C:20](=[CH:21][CH:22]=[CH:23][CH:24]=3)[N:19]=2)=[CH:4][CH:3]=1, predict the reactants needed to synthesize it. The reactants are: [F:1][C:2]1[N:7]=[CH:6][C:5](B(O)O)=[CH:4][CH:3]=1.C([O-])([O-])=O.[K+].[K+].Cl[C:18]1[CH:27]=[C:26]([C:28]([OH:30])=[O:29])[C:25]2[C:20](=[CH:21][CH:22]=[CH:23][CH:24]=2)[N:19]=1. (3) Given the product [Cl:1][C:2]1[C:3]([C:9](=[N:20][O:21][CH:29]([CH3:31])[CH3:30])[C@@H:10]([NH:12][C:13](=[O:19])[O:14][C:15]([CH3:16])([CH3:17])[CH3:18])[CH3:11])=[N:4][CH:5]=[C:6]([Cl:8])[CH:7]=1, predict the reactants needed to synthesize it. The reactants are: [Cl:1][C:2]1[C:3]([C:9](=[N:20][OH:21])[C@@H:10]([NH:12][C:13](=[O:19])[O:14][C:15]([CH3:18])([CH3:17])[CH3:16])[CH3:11])=[N:4][CH:5]=[C:6]([Cl:8])[CH:7]=1.C(=O)([O-])[O-].[K+].[K+].I[CH:29]([CH3:31])[CH3:30].O. (4) The reactants are: Cl.[NH:2]1[CH2:7][CH2:6][CH:5]([CH2:8][N:9]2[C:17]3[C:12](=[CH:13][CH:14]=[CH:15][C:16]=3[C:18]([NH:20][C@H:21]([C:23]3[CH:32]=[CH:31][C:26]([C:27]([O:29][CH3:30])=[O:28])=[CH:25][CH:24]=3)[CH3:22])=[O:19])[CH:11]=[CH:10]2)[CH2:4][CH2:3]1.C(O[BH-](OC(=O)C)OC(=O)C)(=O)C.[Na+].[CH:47](=O)[C:48]1[CH:53]=[CH:52][CH:51]=[CH:50][CH:49]=1.[OH-].[Na+]. Given the product [CH2:47]([N:2]1[CH2:3][CH2:4][CH:5]([CH2:8][N:9]2[C:17]3[C:12](=[CH:13][CH:14]=[CH:15][C:16]=3[C:18]([NH:20][C@H:21]([C:23]3[CH:24]=[CH:25][C:26]([C:27]([O:29][CH3:30])=[O:28])=[CH:31][CH:32]=3)[CH3:22])=[O:19])[CH:11]=[CH:10]2)[CH2:6][CH2:7]1)[C:48]1[CH:53]=[CH:52][CH:51]=[CH:50][CH:49]=1, predict the reactants needed to synthesize it. (5) Given the product [CH:26]([NH:29][C:30](=[O:31])[O:1][CH2:2][C:3]1[CH:8]=[CH:7][C:6]([C:9]2[CH:10]=[CH:11][C:12]([NH:15][C:16]([C@@H:18]3[CH:23]4[CH2:24][CH2:25][N:20]([CH2:21][CH2:22]4)[CH2:19]3)=[O:17])=[CH:13][CH:14]=2)=[CH:5][CH:4]=1)([CH3:28])[CH3:27], predict the reactants needed to synthesize it. The reactants are: [OH:1][CH2:2][C:3]1[CH:8]=[CH:7][C:6]([C:9]2[CH:14]=[CH:13][C:12]([NH:15][C:16]([C@@H:18]3[CH:23]4[CH2:24][CH2:25][N:20]([CH2:21][CH2:22]4)[CH2:19]3)=[O:17])=[CH:11][CH:10]=2)=[CH:5][CH:4]=1.[CH:26]([N:29]=[C:30]=[O:31])([CH3:28])[CH3:27]. (6) Given the product [C:1]([O:5][C:6](=[O:27])[N:7]([C:19]1[CH:24]=[CH:23][C:22]([CH:25]([OH:26])[C:45]2[C:39]3[C:40](=[N:41][CH:42]=[C:37]([O:36][CH2:35][CH2:34][N:28]4[CH2:33][CH2:32][O:31][CH2:30][CH2:29]4)[CH:38]=3)[NH:43][CH:44]=2)=[CH:21][N:20]=1)[CH2:8][C:9]1[CH:10]=[CH:11][C:12]([C:15]([F:16])([F:17])[F:18])=[CH:13][CH:14]=1)([CH3:4])([CH3:2])[CH3:3], predict the reactants needed to synthesize it. The reactants are: [C:1]([O:5][C:6](=[O:27])[N:7]([C:19]1[CH:24]=[CH:23][C:22]([CH:25]=[O:26])=[CH:21][N:20]=1)[CH2:8][C:9]1[CH:14]=[CH:13][C:12]([C:15]([F:18])([F:17])[F:16])=[CH:11][CH:10]=1)([CH3:4])([CH3:3])[CH3:2].[N:28]1([CH2:34][CH2:35][O:36][C:37]2[CH:38]=[C:39]3[CH:45]=[CH:44][NH:43][C:40]3=[N:41][CH:42]=2)[CH2:33][CH2:32][O:31][CH2:30][CH2:29]1.[OH-].[K+]. (7) Given the product [F:36][CH:2]([F:1])[CH2:3][O:4][C:5]1[CH:10]=[CH:9][C:8]([S:11]([CH3:14])(=[O:13])=[O:12])=[CH:7][C:6]=1[C:15]1[C:16]2[N:17]([N:21]=[C:22]([NH:24][C:25]3[CH:35]=[CH:34][C:28]4[CH2:29][CH2:30][N:31]([CH2:38][C:39]([N:41]([CH3:43])[CH3:42])=[O:40])[CH2:32][CH2:33][C:27]=4[CH:26]=3)[N:23]=2)[CH:18]=[CH:19][CH:20]=1, predict the reactants needed to synthesize it. The reactants are: [F:1][CH:2]([F:36])[CH2:3][O:4][C:5]1[CH:10]=[CH:9][C:8]([S:11]([CH3:14])(=[O:13])=[O:12])=[CH:7][C:6]=1[C:15]1[C:16]2[N:17]([N:21]=[C:22]([NH:24][C:25]3[CH:35]=[CH:34][C:28]4[CH2:29][CH2:30][NH:31][CH2:32][CH2:33][C:27]=4[CH:26]=3)[N:23]=2)[CH:18]=[CH:19][CH:20]=1.Cl[CH2:38][C:39]([N:41]([CH3:43])[CH3:42])=[O:40]. (8) Given the product [OH:18][CH:11]1[CH:12]([CH2:13][CH2:14][CH2:15][CH2:16][CH3:17])[O:19][C:9](=[O:8])[CH2:10]1, predict the reactants needed to synthesize it. The reactants are: S(=O)(=O)(O)O.C([O:8][C:9](=[O:19])[CH2:10][CH:11]1[O:18][CH:12]1[CH2:13][CH2:14][CH2:15][CH2:16][CH3:17])C.O. (9) Given the product [CH3:1][O:2][C:3](=[O:13])[CH2:4][O:5][C:6]1[CH:11]=[CH:10][C:9]([N:12]=[C:22]=[O:24])=[CH:8][CH:7]=1, predict the reactants needed to synthesize it. The reactants are: [CH3:1][O:2][C:3](=[O:13])[CH2:4][O:5][C:6]1[CH:11]=[CH:10][C:9]([NH2:12])=[CH:8][CH:7]=1.C(N(CC)CC)C.Cl[C:22](Cl)([O:24]C(=O)OC(Cl)(Cl)Cl)Cl. (10) Given the product [Br:1][C:2]1[C:10]2[C:9]([NH:11][C:12]3[CH:13]=[C:14]4[C:18](=[CH:19][C:20]=3[O:21][CH3:22])[NH:17][N:16]=[CH:15]4)=[N:8][CH:7]=[N:6][C:5]=2[NH:4][C:3]=1[C:23]([N:30]1[CH2:31][C@@H:26]2[CH2:32][C@H:29]1[CH2:28][O:27]2)=[O:25], predict the reactants needed to synthesize it. The reactants are: [Br:1][C:2]1[C:10]2[C:9]([NH:11][C:12]3[CH:13]=[C:14]4[C:18](=[CH:19][C:20]=3[O:21][CH3:22])[NH:17][N:16]=[CH:15]4)=[N:8][CH:7]=[N:6][C:5]=2[NH:4][C:3]=1[C:23]([OH:25])=O.[C@H:26]12[CH2:32][C@H:29]([NH:30][CH2:31]1)[CH2:28][O:27]2.